From a dataset of Forward reaction prediction with 1.9M reactions from USPTO patents (1976-2016). Predict the product of the given reaction. (1) Given the reactants [F:1][C:2]1[C:3]([N+:9]([O-:11])=[O:10])=[C:4]([CH:6]=[CH:7][CH:8]=1)[NH2:5].[Br:12]N1C(=O)CCC1=O, predict the reaction product. The product is: [Br:12][C:8]1[CH:7]=[CH:6][C:4]([NH2:5])=[C:3]([N+:9]([O-:11])=[O:10])[C:2]=1[F:1]. (2) Given the reactants [CH3:1][CH2:2][C@@H:3]([C:5]([O:7][C@@H:8]1[C@@H:13]2[C@@H:14]([CH2:19][CH2:20][C@H:21]3[O:27][C:25](=[O:26])[CH2:24][C@H:23]([OH:28])[CH2:22]3)[C@@H:15]([CH3:18])[CH:16]=[CH:17][C:12]2=[CH:11][C@H:10]([CH3:29])[CH2:9]1)=[O:6])[CH3:4].[CH2:30]([NH2:37])[C:31]1[CH:36]=[CH:35][CH:34]=[CH:33][CH:32]=1, predict the reaction product. The product is: [CH3:1][CH2:2][C@@H:3]([C:5]([O:7][C@@H:8]1[C@@H:13]2[C@@H:14]([CH2:19][CH2:20][C@H:21]3[O:27][C:25](=[O:26])[CH2:24][C@H:23]([OH:28])[CH2:22]3)[C@@H:15]([CH3:18])[CH:16]=[CH:17][C:12]2=[CH:11][C@H:10]([CH3:29])[CH2:9]1)=[O:6])[CH3:4].[CH2:30]([NH-:37])[C:31]1[CH:36]=[CH:35][CH:34]=[CH:33][CH:32]=1. (3) Given the reactants [Cl:1][C:2]1[CH:7]=[C:6]([C:8]2[CH:9]=[CH:10][C:11]3[N:12]([C:14]([CH2:17][O:18][C:19]4[C:28]5[C:23](=[CH:24][C:25]([O:29][CH3:30])=[CH:26][CH:27]=5)[N:22]=[CH:21][CH:20]=4)=[N:15][N:16]=3)[N:13]=2)[CH:5]=[CH:4][C:3]=1[C@@H:31]([NH:36][S@](C(C)(C)C)=O)[C:32]([F:35])([F:34])[F:33], predict the reaction product. The product is: [Cl:1][C:2]1[CH:7]=[C:6]([C:8]2[CH:9]=[CH:10][C:11]3[N:12]([C:14]([CH2:17][O:18][C:19]4[C:28]5[C:23](=[CH:24][C:25]([O:29][CH3:30])=[CH:26][CH:27]=5)[N:22]=[CH:21][CH:20]=4)=[N:15][N:16]=3)[N:13]=2)[CH:5]=[CH:4][C:3]=1[C@@H:31]([NH2:36])[C:32]([F:33])([F:35])[F:34]. (4) Given the reactants [CH2:1]([O:3][C:4]([C:6]1([CH2:11][C:12]2[CH:17]=[CH:16][C:15]([O:18]CC3C=CC=CC=3)=[CH:14][N:13]=2)[CH2:10][CH2:9][CH2:8][O:7]1)=[O:5])[CH3:2], predict the reaction product. The product is: [OH:18][C:15]1[CH:16]=[CH:17][C:12]([CH2:11][C:6]2([C:4]([O:3][CH2:1][CH3:2])=[O:5])[CH2:10][CH2:9][CH2:8][O:7]2)=[N:13][CH:14]=1. (5) Given the reactants C([O-])([O-])=O.[K+].[K+].[CH2:7]([O:14][C:15]([NH:17][C@@H:18]([C:26]([NH:28][O:29][CH3:30])=[O:27])[C@@H:19](CS([O-])(=O)=O)[CH3:20])=[O:16])[C:8]1[CH:13]=[CH:12][CH:11]=[CH:10][CH:9]=1, predict the reaction product. The product is: [CH2:7]([O:14][C:15](=[O:16])[NH:17][C@@H:18]1[C:26](=[O:27])[N:28]([O:29][CH3:30])[C@H:19]1[CH3:20])[C:8]1[CH:13]=[CH:12][CH:11]=[CH:10][CH:9]=1. (6) Given the reactants [CH2:1]([O:3][C:4]1[CH:5]=[C:6]([CH:9]=[C:10]([O:26][CH2:27][CH3:28])[C:11]=1[CH:12]1[CH2:17][CH2:16][N:15]([CH2:18][C:19]([F:25])([F:24])[C:20]([F:23])([F:22])[F:21])[CH2:14][CH2:13]1)C=O)[CH3:2].[CH2:29]([O:31][C:32]([C:34]1([CH3:55])[CH2:39][CH2:38][N:37]([C:40]2[CH2:54][C:43]3([CH2:46][N:45]([C:47](OC(C)(C)C)=O)[CH2:44]3)[O:42][N:41]=2)[CH2:36][CH2:35]1)=[O:33])[CH3:30], predict the reaction product. The product is: [CH2:27]([O:26][C:10]1[CH:9]=[C:6]([CH:5]=[C:4]([O:3][CH2:1][CH3:2])[C:11]=1[CH:12]1[CH2:13][CH2:14][N:15]([CH2:18][C:19]([F:25])([F:24])[C:20]([F:23])([F:22])[F:21])[CH2:16][CH2:17]1)[CH2:47][N:45]1[CH2:44][C:43]2([CH2:54][C:40]([N:37]3[CH2:38][CH2:39][C:34]([CH3:55])([C:32]([O:31][CH2:29][CH3:30])=[O:33])[CH2:35][CH2:36]3)=[N:41][O:42]2)[CH2:46]1)[CH3:28]. (7) Given the reactants [CH3:1][NH:2][C:3]([C:5]1[CH:13]=[CH:12][C:8]([C:9](O)=[O:10])=[CH:7][CH:6]=1)=[O:4].CCN(C(C)C)C(C)C.CN(C(ON1N=NC2C=CC=NC1=2)=[N+](C)C)C.F[P-](F)(F)(F)(F)F.Cl.[N:48]1[C:57]2[C:52](=[CH:53][CH:54]=[CH:55][CH:56]=2)[CH:51]=[C:50]([C:58]2[CH:59]=[CH:60][C:61]3[O:67][CH2:66][CH2:65][N:64]=[CH:63][C:62]=3[CH:68]=2)[CH:49]=1, predict the reaction product. The product is: [CH3:1][NH:2][C:3](=[O:4])[C:5]1[CH:13]=[CH:12][C:8]([C:9]([N:64]2[CH2:63][C:62]3[CH:68]=[C:58]([C:50]4[CH:49]=[N:48][C:57]5[C:52]([CH:51]=4)=[CH:53][CH:54]=[CH:55][CH:56]=5)[CH:59]=[CH:60][C:61]=3[O:67][CH2:66][CH2:65]2)=[O:10])=[CH:7][CH:6]=1. (8) The product is: [CH2:1]([N:3]1[CH2:7][CH2:6][CH:5]([O:8][C:9]2[CH:14]=[CH:13][C:12]([NH2:15])=[C:11]([CH3:18])[CH:10]=2)[CH2:4]1)[CH3:2]. Given the reactants [CH2:1]([N:3]1[CH2:7][CH2:6][CH:5]([O:8][C:9]2[CH:14]=[CH:13][C:12]([N+:15]([O-])=O)=[C:11]([CH3:18])[CH:10]=2)[CH2:4]1)[CH3:2], predict the reaction product. (9) Given the reactants [Cl:1][C:2]1[CH:7]=[CH:6][C:5]([N:8]2[CH2:13][CH2:12][N:11]([C:14](=[O:26])[CH2:15][N:16]3[C:24](I)=[C:23]4[C:18]([N:19]=[CH:20][CH:21]=[CH:22]4)=[N:17]3)[CH2:10][CH2:9]2)=[CH:4][C:3]=1[O:27][CH3:28].C1[CH2:33][O:32][CH2:31][CH2:30]1.[NH4+:34].[Cl-], predict the reaction product. The product is: [Cl:1][C:2]1[CH:7]=[CH:6][C:5]([N:8]2[CH2:13][CH2:12][N:11]([C:14](=[O:26])[CH2:15][N:16]3[C:24]([C:33]4[O:32][CH:31]=[CH:30][N:34]=4)=[C:23]4[C:18]([N:19]=[CH:20][CH:21]=[CH:22]4)=[N:17]3)[CH2:10][CH2:9]2)=[CH:4][C:3]=1[O:27][CH3:28]. (10) Given the reactants [CH2:1]([C:5]1[O:6][C:7]2[CH:22]=[CH:21][CH:20]=[CH:19][C:8]=2[C:9]=1[C:10](=[O:18])[C:11]1[CH:16]=[CH:15][C:14](O)=[CH:13][CH:12]=1)[CH2:2][CH2:3][CH3:4].Cl[S:24]([C:27]1[CH:35]=[CH:34][C:30]([C:31]([OH:33])=[O:32])=[C:29]([OH:36])[CH:28]=1)(=[O:26])=[O:25], predict the reaction product. The product is: [CH2:1]([C:5]1[O:6][C:7]2[CH:22]=[CH:21][CH:20]=[CH:19][C:8]=2[C:9]=1[C:10]([C:11]1[CH:16]=[CH:15][C:14]([S:24]([C:27]2[CH:35]=[CH:34][C:30]([C:31]([OH:33])=[O:32])=[C:29]([OH:36])[CH:28]=2)(=[O:26])=[O:25])=[CH:13][CH:12]=1)=[O:18])[CH2:2][CH2:3][CH3:4].